From a dataset of Full USPTO retrosynthesis dataset with 1.9M reactions from patents (1976-2016). Predict the reactants needed to synthesize the given product. (1) The reactants are: [N+:1]([C:4]1[CH:9]=[CH:8][C:7]([OH:10])=[CH:6][CH:5]=1)([O-:3])=[O:2].C(N(CC)CC)C.[Br:18][C:19]([CH3:24])([CH3:23])[C:20](Br)=[O:21]. Given the product [N+:1]([C:4]1[CH:9]=[CH:8][C:7]([O:10][C:20](=[O:21])[C:19]([Br:18])([CH3:24])[CH3:23])=[CH:6][CH:5]=1)([O-:3])=[O:2], predict the reactants needed to synthesize it. (2) Given the product [Cl:21][C:22]1[C:28]([CH:27]=[C:25]([NH:2][C:1]2[C:3]3[C:4](=[CH:5][C:6]([O:11][CH2:12][CH2:13][O:14][CH3:15])=[C:7]([O:9][CH3:10])[CH:8]=3)[N:16]=[CH:17][N:18]=2)[C:24](=[O:31])[CH:23]=1)=[O:29], predict the reactants needed to synthesize it. The reactants are: [C:1]([C:3]1[CH:8]=[C:7]([O:9][CH3:10])[C:6]([O:11][CH2:12][CH2:13][O:14][CH3:15])=[CH:5][C:4]=1[N:16]=[CH:17][N:18](C)C)#[N:2].[Cl:21][C:22]1[C:28]([O:29]C)=[CH:27][C:25](N)=[C:24]([O:31]C)[CH:23]=1. (3) The reactants are: [NH2:1][C:2]1[CH:12]=[CH:11][C:5]([C:6]([O:8]CC)=[O:7])=[CH:4][C:3]=1[O:13][CH3:14].[OH-].[Na+]. Given the product [NH2:1][C:2]1[CH:12]=[CH:11][C:5]([C:6]([OH:8])=[O:7])=[CH:4][C:3]=1[O:13][CH3:14], predict the reactants needed to synthesize it. (4) Given the product [CH3:9][O:10][C:11]1[CH:16]=[CH:15][C:14]([C:2]2[S:6][C:5]([CH:7]=[O:8])=[CH:4][CH:3]=2)=[CH:13][CH:12]=1, predict the reactants needed to synthesize it. The reactants are: Br[C:2]1[S:6][C:5]([CH:7]=[O:8])=[CH:4][CH:3]=1.[CH3:9][O:10][C:11]1[CH:16]=[CH:15][C:14](B(O)O)=[CH:13][CH:12]=1.C([O-])([O-])=O.[Na+].[Na+].